The task is: Predict the reaction yield, written as a fraction of the theoretical maximum amount of product (1.0 means a 100% yield; for example, 0.34 means a 34% yield).. This data is from Reaction yield outcomes from USPTO patents with 853,638 reactions. (1) The reactants are Br[C:2]1[N:6]2[C:7]3[C:12]([N:13]=[C:14]([CH3:15])[C:5]2=[C:4]([CH3:17])[N:3]=1)=[CH:11][CH:10]=[C:9]([F:16])[CH:8]=3.[Cl:18][C:19]1[CH:20]=[C:21](B(O)O)[CH:22]=[C:23]([Cl:25])[CH:24]=1.C([O-])([O-])=O.[K+].[K+]. The catalyst is C1C=CC([P]([Pd]([P](C2C=CC=CC=2)(C2C=CC=CC=2)C2C=CC=CC=2)([P](C2C=CC=CC=2)(C2C=CC=CC=2)C2C=CC=CC=2)[P](C2C=CC=CC=2)(C2C=CC=CC=2)C2C=CC=CC=2)(C2C=CC=CC=2)C2C=CC=CC=2)=CC=1. The product is [Cl:18][C:19]1[CH:20]=[C:21]([C:2]2[N:6]3[C:7]4[C:12]([N:13]=[C:14]([CH3:15])[C:5]3=[C:4]([CH3:17])[N:3]=2)=[CH:11][CH:10]=[C:9]([F:16])[CH:8]=4)[CH:22]=[C:23]([Cl:25])[CH:24]=1. The yield is 0.780. (2) The reactants are ClCCCl.[CH3:5][C:6]1[CH:10]=[C:9]([C:11]2[CH:16]=[CH:15][C:14]([N+:17]([O-:19])=[O:18])=[CH:13][CH:12]=2)[O:8][N:7]=1.[I:20]N1C(=O)CCC1=O.OS(O)(=O)=O. The catalyst is O. The product is [I:20][C:10]1[C:6]([CH3:5])=[N:7][O:8][C:9]=1[C:11]1[CH:12]=[CH:13][C:14]([N+:17]([O-:19])=[O:18])=[CH:15][CH:16]=1. The yield is 0.937.